From a dataset of Reaction yield outcomes from USPTO patents with 853,638 reactions. Predict the reaction yield, written as a fraction of the theoretical maximum amount of product (1.0 means a 100% yield; for example, 0.34 means a 34% yield). (1) The reactants are [O:1]=[C:2]1[C@H:6]([O:7][C:8](=[O:15])[C:9]2[CH:14]=[CH:13][CH:12]=[CH:11][CH:10]=2)[C@@H:5]([O:16][C:17](=[O:24])[C:18]2[CH:23]=[CH:22][CH:21]=[CH:20][CH:19]=2)[C:4](=O)[O:3]1.C(#N)C.[NH2:29][OH:30].O. The catalyst is C1(C)C=CC=CC=1. The product is [OH:30][N:29]1[C:2](=[O:1])[C@H:6]([O:7][C:8](=[O:15])[C:9]2[CH:14]=[CH:13][CH:12]=[CH:11][CH:10]=2)[C@@H:5]([O:16][C:17](=[O:24])[C:18]2[CH:23]=[CH:22][CH:21]=[CH:20][CH:19]=2)[C:4]1=[O:3]. The yield is 0.870. (2) The reactants are [F:1][C:2]1[CH:3]=[C:4]([C@H:10]2[CH2:14][O:13][C:12](=[O:15])[NH:11]2)[C:5]([O:8][CH3:9])=[N:6][CH:7]=1.[H-].[Na+].Cl[C:19]1[CH:24]=[CH:23][N:22]2[N:25]=[CH:26][C:27]([C:28]([NH:30][CH2:31][CH2:32][Cl:33])=[O:29])=[C:21]2[N:20]=1.[NH4+].[Cl-]. The catalyst is CN(C=O)C.O. The product is [Cl:33][CH2:32][CH2:31][NH:30][C:28]([C:27]1[CH:26]=[N:25][N:22]2[CH:23]=[CH:24][C:19]([N:11]3[C@@H:10]([C:4]4[C:5]([O:8][CH3:9])=[N:6][CH:7]=[C:2]([F:1])[CH:3]=4)[CH2:14][O:13][C:12]3=[O:15])=[N:20][C:21]=12)=[O:29]. The yield is 0.810. (3) The reactants are [NH2:1][C:2]1([CH2:8][C:9]([O:11]CC)=O)[CH2:5][S:4](=[O:7])(=[O:6])[CH2:3]1.CO.[CH3:16][NH2:17]. No catalyst specified. The product is [NH2:1][C:2]1([CH2:8][C:9]([NH:17][CH3:16])=[O:11])[CH2:5][S:4](=[O:7])(=[O:6])[CH2:3]1. The yield is 0.990. (4) The reactants are [CH3:1][CH:2]([CH3:18])[CH2:3][C:4](C1C=C2C(=CC=1)NC(C(O)=O)=C2)=[O:5].[CH2:19]([O:21][C:22]([C:24]1[NH:25][C:26]2[C:31]([C:32]=1[Br:33])=[CH:30][CH:29]=[CH:28][CH:27]=2)=[O:23])[CH3:20].[Al+3].[Cl-].[Cl-].[Cl-].C(Cl)(=O)CC(C)C. The catalyst is [N+](C)([O-])=O. The product is [CH2:19]([O:21][C:22]([C:24]1[NH:25][C:26]2[C:31]([C:32]=1[Br:33])=[CH:30][C:29]([C:4](=[O:5])[CH2:3][CH:2]([CH3:18])[CH3:1])=[CH:28][CH:27]=2)=[O:23])[CH3:20]. The yield is 0.670. (5) The reactants are C([O-])=O.[NH4+].C([N:12]1[CH2:18][CH2:17][CH2:16][CH2:15][CH:14]([OH:19])[CH2:13]1)C1C=CC=CC=1.[C:28](O[C:28]([O:30][C:31]([CH3:34])([CH3:33])[CH3:32])=[O:29])([O:30][C:31]([CH3:34])([CH3:33])[CH3:32])=[O:29].O. The catalyst is C(O)C.[Pd]. The product is [OH:19][CH:14]1[CH2:15][CH2:16][CH2:17][CH2:18][N:12]([C:28]([O:30][C:31]([CH3:32])([CH3:33])[CH3:34])=[O:29])[CH2:13]1. The yield is 0.840. (6) The reactants are [I:1][C:2]1[CH:7]=[CH:6][C:5]([NH:8][C:9]2[CH:17]=[N:16][CH:15]=[CH:14][C:10]=2[C:11](O)=[O:12])=[C:4]([CH3:18])[CH:3]=1.C(N1C=CN=C1)(N1C=CN=C1)=O.[CH3:31][S:32]([NH2:35])(=[O:34])=[O:33].C1CCN2C(=NCCC2)CC1. The yield is 0.330. The product is [I:1][C:2]1[CH:7]=[CH:6][C:5]([NH:8][C:9]2[CH:17]=[N:16][CH:15]=[CH:14][C:10]=2[C:11]([NH:35][S:32]([CH3:31])(=[O:34])=[O:33])=[O:12])=[C:4]([CH3:18])[CH:3]=1. The catalyst is C1COCC1.